From a dataset of Merck oncology drug combination screen with 23,052 pairs across 39 cell lines. Regression. Given two drug SMILES strings and cell line genomic features, predict the synergy score measuring deviation from expected non-interaction effect. (1) Drug 1: CN1C(=O)C=CC2(C)C3CCC4(C)C(NC(=O)OCC(F)(F)F)CCC4C3CCC12. Drug 2: CC(C)CC(NC(=O)C(Cc1ccccc1)NC(=O)c1cnccn1)B(O)O. Cell line: NCIH520. Synergy scores: synergy=-26.9. (2) Drug 1: N.N.O=C(O)C1(C(=O)O)CCC1.[Pt]. Drug 2: Cc1nc(Nc2ncc(C(=O)Nc3c(C)cccc3Cl)s2)cc(N2CCN(CCO)CC2)n1. Cell line: UWB1289BRCA1. Synergy scores: synergy=4.76. (3) Drug 1: O=C(O)C1(Cc2cccc(Nc3nccs3)n2)CCC(Oc2cccc(Cl)c2F)CC1. Drug 2: O=C(NOCC(O)CO)c1ccc(F)c(F)c1Nc1ccc(I)cc1F. Cell line: SKOV3. Synergy scores: synergy=22.4. (4) Drug 1: O=S1(=O)NC2(CN1CC(F)(F)F)C1CCC2Cc2cc(C=CCN3CCC(C(F)(F)F)CC3)ccc2C1. Drug 2: CCC1(O)CC2CN(CCc3c([nH]c4ccccc34)C(C(=O)OC)(c3cc4c(cc3OC)N(C)C3C(O)(C(=O)OC)C(OC(C)=O)C5(CC)C=CCN6CCC43C65)C2)C1. Cell line: KPL1. Synergy scores: synergy=29.1. (5) Cell line: HT29. Drug 2: CC1(c2nc3c(C(N)=O)cccc3[nH]2)CCCN1. Drug 1: O=C(CCCCCCC(=O)Nc1ccccc1)NO. Synergy scores: synergy=9.10. (6) Drug 1: CN(Cc1cnc2nc(N)nc(N)c2n1)c1ccc(C(=O)NC(CCC(=O)O)C(=O)O)cc1. Drug 2: O=C(NOCC(O)CO)c1ccc(F)c(F)c1Nc1ccc(I)cc1F. Cell line: SW620. Synergy scores: synergy=-16.1.